Dataset: Acute oral toxicity (LD50) regression data from Zhu et al.. Task: Regression/Classification. Given a drug SMILES string, predict its toxicity properties. Task type varies by dataset: regression for continuous values (e.g., LD50, hERG inhibition percentage) or binary classification for toxic/non-toxic outcomes (e.g., AMES mutagenicity, cardiotoxicity, hepatotoxicity). Dataset: ld50_zhu. The drug is O=c1[nH]c(=O)[nH]c(=O)[nH]1. The rat oral LD50 is 1.22, given as -log10 of the dose in mol/kg body weight (higher means more acutely toxic).